Dataset: Drug-target binding data from BindingDB using IC50 measurements. Task: Regression. Given a target protein amino acid sequence and a drug SMILES string, predict the binding affinity score between them. We predict pIC50 (pIC50 = -log10(IC50 in M); higher means more potent). Dataset: bindingdb_ic50. (1) The small molecule is COc1ccc(O[C@@H]2O[C@H](CO[C@]3(C(=O)O)C[C@H](O)[C@@H](NC(=O)CO)[C@H]([C@H](O)[C@H](O)CNC(=O)c4ccc(-c5ccc(O)cc5)cc4)O3)[C@H](O)[C@H](O)[C@H]2O)cc1. The target protein (P20273) has sequence MHLLGPWLLLLVLEYLAFSDSSKWVFEHPETLYAWEGACVWIPCTYRALDGDLESFILFHNPEYNKNTSKFDGTRLYESTKDGKVPSEQKRVQFLGDKNKNCTLSIHPVHLNDSGQLGLRMESKTEKWMERIHLNVSERPFPPHIQLPPEIQESQEVTLTCLLNFSCYGYPIQLQWLLEGVPMRQAAVTSTSLTIKSVFTRSELKFSPQWSHHGKIVTCQLQDADGKFLSNDTVQLNVKHTPKLEIKVTPSDAIVREGDSVTMTCEVSSSNPEYTTVSWLKDGTSLKKQNTFTLNLREVTKDQSGKYCCQVSNDVGPGRSEEVFLQVQYAPEPSTVQILHSPAVEGSQVEFLCMSLANPLPTNYTWYHNGKEMQGRTEEKVHIPKILPWHAGTYSCVAENILGTGQRGPGAELDVQYPPKKVTTVIQNPMPIREGDTVTLSCNYNSSNPSVTRYEWKPHGAWEEPSLGVLKIQNVGWDNTTIACAACNSWCSWASPVALN.... The pIC50 is 6.4. (2) The small molecule is C[C@H](NC(=O)Cc1ccc(-c2ccc3cccnc3n2)cc1)c1ccc(-c2ccc(F)c(C(F)(F)F)c2)cc1. The target protein (Q96P68) has sequence MNEPLDYLANASDFPDYAAAFGNCTDENIPLKMHYLPVIYGIIFLVGFPGNAVVISTYIFKMRPWKSSTIIMLNLACTDLLYLTSLPFLIHYYASGENWIFGDFMCKFIRFSFHFNLYSSILFLTCFSIFRYCVIIHPMSCFSIHKTRCAVVACAVVWIISLVAVIPMTFLITSTNRTNRSACLDLTSSDELNTIKWYNLILTATTFCLPLVIVTLCYTTIIHTLTHGLQTDSCLKQKARRLTILLLLAFYVCFLPFHILRVIRIESRLLSISCSIENQIHEAYIVSRPLAALNTFGNLLLYVVVSDNFQQAVCSTVRCKVSGNLEQAKKISYSNNP. The pIC50 is 4.5. (3) The drug is O=C(Nc1c(F)cccc1Oc1ccc(C(=O)O)c(C(=O)O)c1)c1cc(Cl)ccn1. The target protein (Q9ET01) has sequence MAKPLTDQEKRRQISIRGIVGVENVAELKKGFNRHLHFTLVKDRNVATPRDYYFALAHTVRDHLVGRWIRTQQHYYDKCPKRVYYLSLEFYMGRTLQNTMINLGLQNACDEAIYQLGLDMEELEEIEEDAGLGNGGLGRLAACFLDSMATLGLAAYGYGIRYEYGIFNQKIREGWQVEEADDWLRHGNPWEKARPEFMLPVHFYGRVEHTQTGTKWVDTQVVLALPYDTPVPGYMNNTVNTMRLWSARAPNDFNLQDFNVGDYIQAVLDRNLAENISRVLYPNDNFFEGKELRLKQEYFVVAATLQDVIRRFKASKFGSKDGMGTVFDAFPDQVAIQLNDTHPALAIPELMRIFVDIEKLPWAKAWEITKKTFAYTNHTVLPEALERWPVELVEKLLPRHLEIIYEINQKHLDRIVALFPKDISRMRRMSLIEEEGGKRINMAHLCIVGCHAVNGVAKIHSDIVKTQVFKDFSELEPDKFQNKTNGITPRRWLLLCNPGL.... The pIC50 is 8.0. (4) The small molecule is CC(C)CC(NC(=O)C(CCCN=C(N)N[N+](=O)[O-])NC(=O)C(CCCCCCCCC#N)C1CCCC1)B1OC(C)(C)C(C)(C)O1. The target protein (P40313) has sequence MLLLSLTLSLVLLGSSWGCGIPAIKPALSFSQRIVNGENAVLGSWPWQVSLQDSSGFHFCGGSLISQSWVVTAAHCNVSPGRHFVVLGEYDRSSNAEPLQVLSVSRAITHPSWNSTTMNNDVTLLKLASPAQYTTRISPVCLASSNEALTEGLTCVTTGWGRLSGVGNVTPAHLQQVALPLVTVNQCRQYWGSSITDSMICAGGAGASSCQGDSGGPLVCQKGNTWVLIGIVSWGTKNCNVRAPAVYTRVSKFSTWINQVIAYN. The pIC50 is 8.1. (5) The compound is CCC(C)/C=C/CC(=C/C(=O)O)/C=C/C1=C(C)CCCC1(C)C. The target protein (P40220) has sequence MPNFAGTWKMRSSENFDELLKALGVNAMLRKVAVAAASKPHVEIRQDGDQFYIKTSTTVRTTEINFKIGESFEEETVDGRKCRSLATWENENKIYCKQTLIEGDGPKTYWTRELANDELILTFGADDVVCTRIYVRE. The pIC50 is 3.3. (6) The pIC50 is 5.3. The compound is CN1C(=O)[C@@]23C[C@]4([C@]56C[C@@]78SS[C@@](CO)(C(=O)N7[C@H]5Nc5ccccc56)N(C)C8=O)c5ccccc5N[C@@H]4N2C(=O)[C@]1(CO)SS3. The target protein (Q16881) has sequence MGCAEGKAVAAAAPTELQTKGKNGDGRRRSAKDHHPGKTLPENPAGFTSTATADSRALLQAYIDGHSVVIFSRSTCTRCTEVKKLFKSLCVPYFVLELDQTEDGRALEGTLSELAAETDLPVVFVKQRKIGGHGPTLKAYQEGRLQKLLKMNGPEDLPKSYDYDLIIIGGGSGGLAAAKEAAQYGKKVMVLDFVTPTPLGTRWGLGGTCVNVGCIPKKLMHQAALLGQALQDSRNYGWKVEETVKHDWDRMIEAVQNHIGSLNWGYRVALREKKVVYENAYGQFIGPHRIKATNNKGKEKIYSAERFLIATGERPRYLGIPGDKEYCISSDDLFSLPYCPGKTLVVGASYVALECAGFLAGIGLDVTVMVRSILLRGFDQDMANKIGEHMEEHGIKFIRQFVPIKVEQIEAGTPGRLRVVAQSTNSEEIIEGEYNTVMLAIGRDACTRKIGLETVGVKINEKTGKIPVTDEEQTNVPYIYAIGDILEDKVELTPVAIQAG.... (7) The compound is Nc1ncc(Br)c2c1ncn2[C@@H]1C=C(CO)[C@@H](O)[C@H]1O. The target protein sequence is MKGTIMARCPLGKPSRRSIDSTGQNSESGAGIEVHSGHAPVRGPRPCRLSLSGTHEYAKRGRYLKAPAPRADSCPAPPAQCLISALGLIPFSPVCITACSNAARMSDKLPYKVADIGLAAWGRKALDIAENEMPGLMRMREMYSASKPLKGARIAGCLHMTVETAVLIETLVALGAEVQWSSCNIFSTQDHAAAAIAKAGIPVYAWKGETDEEYLWCIEQTLYFKDGPLNMILDDGGDLTNLIHTKYPQLLSGIRGISEETTTGVHNLYKMMANGVLKVPAINVNDSVTKSKFDNLYGCRESLIDGIKRATDVMIAGKVAVVAGYGDVGKGCAQALRGFGARVIITEIDPINALQAAMEGYEVTTMDEACKEGNIFVTTTGCVDIILGRHFEQMKDDAIVCNIGHFDVEIDVKWLNENAVEKVNIKPQVDRYWLKNGRRIILLAEGRLVNLGCAMGHPSFVMSNSFTNQVLAQIELWTHPDKYAVGVHFLPKKLDEAVAE.... The pIC50 is 8.6.